This data is from Full USPTO retrosynthesis dataset with 1.9M reactions from patents (1976-2016). The task is: Predict the reactants needed to synthesize the given product. (1) Given the product [CH:77]1([N:47]([CH2:46][CH2:45][OH:44])[C:48]([C:50]2[C:55]([O:56][CH2:57][C:58]3[CH:63]=[CH:62][CH:61]=[CH:60][CH:59]=3)=[C:54]([OH:64])[N:53]=[C:52]([CH2:65][C:66]3([C:71]4[CH:72]=[CH:73][CH:74]=[CH:75][CH:76]=4)[CH2:70][CH2:69][CH2:68][CH2:67]3)[N:51]=2)=[O:49])[CH2:78][CH2:79][CH2:80]1, predict the reactants needed to synthesize it. The reactants are: C1(N(CCO)C(C2C(OCC3C=CC=CC=3)=C(O)N=C(CC3(C4C=CC=CC=4)CCCC3)N=2)=O)CC1.[Si]([O:44][CH2:45][CH2:46][N:47]([CH:77]1[CH2:80][CH2:79][CH2:78]1)[C:48]([C:50]1[C:55]([O:56][CH2:57][C:58]2[CH:63]=[CH:62][CH:61]=[CH:60][CH:59]=2)=[C:54]([OH:64])[N:53]=[C:52]([CH2:65][C:66]2([C:71]3[CH:76]=[CH:75][CH:74]=[CH:73][CH:72]=3)[CH2:70][CH2:69][CH2:68][CH2:67]2)[N:51]=1)=[O:49])(C(C)(C)C)(C)C. (2) Given the product [NH2:33][C:34]1[N:38]([CH:39]2[CH2:44][CH2:43][CH2:42][N:41]([C:2]#[N:1])[CH2:40]2)[N:37]=[C:36]([C:45]2[CH:50]=[CH:49][C:48]([O:51][C:52]3[CH:57]=[CH:56][C:55]([Cl:58])=[C:54]([CH3:59])[CH:53]=3)=[CH:47][CH:46]=2)[C:35]=1[C:60]([NH2:62])=[O:61], predict the reactants needed to synthesize it. The reactants are: [NH2:1][C:2]1N(C2CCCN(C#N)C2)N=C(C2C=CC(OC3C=CC(F)=CC=3F)=CC=2)C=1C(N)=O.[NH2:33][C:34]1[N:38]([CH:39]2[CH2:44][CH2:43][CH2:42][NH:41][CH2:40]2)[N:37]=[C:36]([C:45]2[CH:50]=[CH:49][C:48]([O:51][C:52]3[CH:57]=[CH:56][C:55]([Cl:58])=[C:54]([CH3:59])[CH:53]=3)=[CH:47][CH:46]=2)[C:35]=1[C:60]([NH2:62])=[O:61]. (3) The reactants are: [CH3:1][C:2]1([C:21]2[CH:25]=[CH:24][S:23][CH:22]=2)[C:8]2[CH:9]=[C:10]([C:13]3[NH:17][C:16]([C:18]#[N:19])=[CH:15][CH:14]=3)[CH:11]=[CH:12][C:7]=2[NH:6][C:5](=O)[CH2:4][O:3]1.COC1C=CC(P2(SP(C3C=CC(OC)=CC=3)(=S)S2)=[S:35])=CC=1. Given the product [CH3:1][C:2]1([C:21]2[CH:25]=[CH:24][S:23][CH:22]=2)[C:8]2[CH:9]=[C:10]([C:13]3[NH:17][C:16]([C:18]#[N:19])=[CH:15][CH:14]=3)[CH:11]=[CH:12][C:7]=2[NH:6][C:5](=[S:35])[CH2:4][O:3]1, predict the reactants needed to synthesize it.